This data is from M1 muscarinic receptor agonist screen with 61,833 compounds. The task is: Binary Classification. Given a drug SMILES string, predict its activity (active/inactive) in a high-throughput screening assay against a specified biological target. (1) The molecule is OCCNc1nc(N2CCN(CC2)Cc2ccccc2)nc2c1cccc2. The result is 0 (inactive). (2) The drug is O(CCCC(C(OCC)=O)C(OCC)=O)c1cc(OC)ccc1. The result is 0 (inactive). (3) The drug is O1CCN(CC1)C(=O)CCn1nc(nn1)c1ccc(OCCCC)cc1. The result is 0 (inactive). (4) The compound is S(Cc1[nH]c(nc(=O)c1)/N=C(\Nc1ccc(OC)cc1)N)c1ccc(cc1)C. The result is 0 (inactive). (5) The molecule is O1C(Cc2c(C1)c([nH]c(=O)c2C#N)c1occc1)(C)C. The result is 0 (inactive).